Dataset: Catalyst prediction with 721,799 reactions and 888 catalyst types from USPTO. Task: Predict which catalyst facilitates the given reaction. (1) Reactant: C([O:5][P:6]([CH:13]([F:24])[C:14]1[CH:15]=[N:16][C:17]2[C:22]([CH:23]=1)=[CH:21][CH:20]=[CH:19][CH:18]=2)(=[O:12])[O:7]C(C)(C)C)(C)(C)C. Product: [F:24][CH:13]([P:6](=[O:5])([OH:7])[OH:12])[C:14]1[CH:15]=[N:16][C:17]2[C:22]([CH:23]=1)=[CH:21][CH:20]=[CH:19][CH:18]=2. The catalyst class is: 86. (2) Reactant: [OH:1][C:2]1[C:10]([OH:11])=[CH:9][CH:8]=[CH:7][C:3]=1[C:4]([OH:6])=[O:5].[H-].[Na+].[CH3:14][O:15][C:16]1[CH:23]=[CH:22][C:19]([CH2:20]Br)=[CH:18][CH:17]=1.[OH-].[Na+].CN([CH:29]=[O:30])C. Product: [CH3:14][O:15][C:16]1[CH:23]=[CH:22][C:19]([CH2:20][O:1][C:2]2[C:10]([O:11][CH2:4][C:3]3[CH:7]=[CH:8][C:9]([O:30][CH3:29])=[CH:10][CH:2]=3)=[CH:9][CH:8]=[CH:7][C:3]=2[C:4]([OH:6])=[O:5])=[CH:18][CH:17]=1. The catalyst class is: 12. (3) Reactant: [OH:1][CH2:2][C:3]1[CH2:8][C:7](=[O:9])[C:6]([O:10][CH3:11])=[CH:5][N:4]=1.[H-].[Na+].I[CH:15]([CH3:17])[CH3:16]. Product: [OH:1][CH2:2][C:3]1[CH:8]=[C:7]([O:9][CH:15]([CH3:17])[CH3:16])[C:6]([O:10][CH3:11])=[CH:5][N:4]=1. The catalyst class is: 9. (4) Reactant: [CH2:1]([N:8]([CH2:27][C:28]1[CH:33]=[CH:32][CH:31]=[CH:30][CH:29]=1)[CH2:9][C@H:10]([O:25][CH3:26])[CH2:11][N:12]1[CH2:17][CH2:16][N:15]([C:18](OC(C)(C)C)=O)[CH2:14][CH2:13]1)[C:2]1[CH:7]=[CH:6][CH:5]=[CH:4][CH:3]=1.Cl.C(N(CC)CC)C.BrC[CH:44]1[CH2:46][CH2:45]1. Product: [CH2:27]([N:8]([CH2:1][C:2]1[CH:7]=[CH:6][CH:5]=[CH:4][CH:3]=1)[CH2:9][C@H:10]([O:25][CH3:26])[CH2:11][N:12]1[CH2:13][CH2:14][N:15]([CH2:18][CH:44]2[CH2:46][CH2:45]2)[CH2:16][CH2:17]1)[C:28]1[CH:29]=[CH:30][CH:31]=[CH:32][CH:33]=1. The catalyst class is: 269. (5) Reactant: [N:1]1([C:8]2[CH:9]=[C:10]3[C:15](=[CH:16][CH:17]=2)[N:14]=[C:13]([C:18]2[CH:23]=[CH:22][C:21]([F:24])=[C:20]([O:25][CH3:26])[CH:19]=2)[N:12]([CH2:27][C:28]([NH:30][CH:31]([CH3:33])[CH3:32])=[O:29])[C:11]3=[O:34])[CH2:7][CH2:6][CH2:5][NH:4][CH2:3][CH2:2]1.CC1C=CC(S(O[CH2:46][CH:47]2[CH2:52][CH2:51][O:50][CH2:49][CH2:48]2)(=O)=O)=CC=1.CCN(C(C)C)C(C)C. Product: [F:24][C:21]1[CH:22]=[CH:23][C:18]([C:13]2[N:12]([CH2:27][C:28]([NH:30][CH:31]([CH3:32])[CH3:33])=[O:29])[C:11](=[O:34])[C:10]3[C:15](=[CH:16][CH:17]=[C:8]([N:1]4[CH2:7][CH2:6][CH2:5][N:4]([CH2:46][CH:47]5[CH2:52][CH2:51][O:50][CH2:49][CH2:48]5)[CH2:3][CH2:2]4)[CH:9]=3)[N:14]=2)=[CH:19][C:20]=1[O:25][CH3:26]. The catalyst class is: 3. (6) Reactant: CS([C:5]1[S:9][C:8]([C:10]2[CH:11]=[C:12]3[C:16](=[CH:17][CH:18]=2)[N:15]([C:19]([O:21][C:22]([CH3:25])([CH3:24])[CH3:23])=[O:20])[CH:14]=[C:13]3[C:26]2[CH:31]=[CH:30][CH:29]=[C:28]([N:32]3[CH2:37][CH2:36][O:35][CH2:34][CH2:33]3)[N:27]=2)=[N:7][N:6]=1)(=O)=O.[BH4-].[Na+].CC(O)=O. Product: [O:35]1[CH2:36][CH2:37][N:32]([C:28]2[N:27]=[C:26]([C:13]3[C:12]4[C:16](=[CH:17][CH:18]=[C:10]([C:8]5[S:9][CH:5]=[N:6][N:7]=5)[CH:11]=4)[N:15]([C:19]([O:21][C:22]([CH3:25])([CH3:24])[CH3:23])=[O:20])[CH:14]=3)[CH:31]=[CH:30][CH:29]=2)[CH2:33][CH2:34]1. The catalyst class is: 14. (7) Reactant: [CH2:1]([CH:8]1[C:14](=[O:15])[N:13]([CH3:16])[CH2:12][CH2:11][CH2:10][N:9]1C(OC(C)(C)C)=O)[C:2]1[CH:7]=[CH:6][CH:5]=[CH:4][CH:3]=1.[ClH:24]. Product: [ClH:24].[CH2:1]([CH:8]1[NH:9][CH2:10][CH2:11][CH2:12][N:13]([CH3:16])[C:14]1=[O:15])[C:2]1[CH:3]=[CH:4][CH:5]=[CH:6][CH:7]=1. The catalyst class is: 12. (8) Reactant: [NH2:1][C:2]1[CH:7]=[C:6]([Cl:8])[N:5]=[CH:4][N:3]=1.Br[CH2:10][C:11](=O)[CH:12]([CH3:14])[CH3:13].C(=O)([O-])O.[Na+]. Product: [Cl:8][C:6]1[N:5]=[CH:4][N:3]2[CH:10]=[C:11]([CH:12]([CH3:14])[CH3:13])[N:1]=[C:2]2[CH:7]=1. The catalyst class is: 3. (9) Reactant: C[O:2][C:3]([C:5]1[S:6][CH:7]=[C:8]([CH3:11])[C:9]=1[NH2:10])=O.[CH:12]([NH2:14])=O. Product: [CH3:11][C:8]1[C:9]2[N:10]=[CH:12][NH:14][C:3](=[O:2])[C:5]=2[S:6][CH:7]=1. The catalyst class is: 6. (10) Reactant: FC(F)(F)C([NH:5][C:6]1[CH:15]=[CH:14][C:13]2[C:8](=[CH:9][CH:10]=[C:11]([F:17])[C:12]=2[OH:16])[CH:7]=1)=O.[OH-].[Na+].N1C=CN=C1.[C:27]([Si:31](Cl)([CH3:33])[CH3:32])([CH3:30])([CH3:29])[CH3:28]. Product: [Si:31]([O:16][C:12]1[C:11]([F:17])=[CH:10][CH:9]=[C:8]2[C:13]=1[CH:14]=[CH:15][C:6]([NH2:5])=[CH:7]2)([C:27]([CH3:30])([CH3:29])[CH3:28])([CH3:33])[CH3:32]. The catalyst class is: 5.